Dataset: Catalyst prediction with 721,799 reactions and 888 catalyst types from USPTO. Task: Predict which catalyst facilitates the given reaction. (1) Reactant: [N:1]1[N:5]2[CH2:6][CH2:7][N:8]([C:10]([O:12][C:13]([CH3:16])([CH3:15])[CH3:14])=[O:11])[CH2:9][C:4]2=[CH:3][CH:2]=1.C1C(=O)N([I:24])C(=O)C1. Product: [I:24][C:3]1[CH:2]=[N:1][N:5]2[CH2:6][CH2:7][N:8]([C:10]([O:12][C:13]([CH3:16])([CH3:15])[CH3:14])=[O:11])[CH2:9][C:4]=12. The catalyst class is: 210. (2) Reactant: [O:1]=[C:2]1[O:8][C@H:7]([C@H:9]([CH2:11][OH:12])[OH:10])[C:5]([OH:6])=[C:3]1[OH:4].[CH2:13]([N:21]([CH2:40][CH2:41][CH2:42][CH2:43][CH2:44][CH2:45][CH2:46][CH3:47])[C:22]1[CH:38]=[CH:37][C:25]([C:26]([C:28]2[CH:36]=[CH:35][CH:34]=[CH:33][C:29]=2[C:30](O)=[O:31])=[O:27])=[C:24]([OH:39])[CH:23]=1)[CH2:14][CH2:15][CH2:16][CH2:17][CH2:18][CH2:19][CH3:20]. Product: [CH2:40]([N:21]([CH2:13][CH2:14][CH2:15][CH2:16][CH2:17][CH2:18][CH2:19][CH3:20])[C:22]1[CH:38]=[CH:37][C:25]([C:26]([C:28]2[CH:36]=[CH:35][CH:34]=[CH:33][C:29]=2[C:30]([O:12][CH2:11][CH:9]([CH:7]2[C:5]([OH:6])=[C:3]([OH:4])[C:2](=[O:1])[O:8]2)[OH:10])=[O:31])=[O:27])=[C:24]([OH:39])[CH:23]=1)[CH2:41][CH2:42][CH2:43][CH2:44][CH2:45][CH2:46][CH3:47]. The catalyst class is: 21. (3) Reactant: Br[C:2]1[CH:11]=[CH:10][C:5]([C:6]([O:8][CH3:9])=[O:7])=[CH:4][C:3]=1[CH3:12].[C:13]1([CH3:22])[CH:18]=[CH:17][CH:16]=[CH:15][C:14]=1B(O)O.C(=O)([O-])[O-].[K+].[K+]. Product: [CH3:12][C:3]1[CH:4]=[C:5]([C:6]([O:8][CH3:9])=[O:7])[CH:10]=[CH:11][C:2]=1[C:14]1[CH:15]=[CH:16][CH:17]=[CH:18][C:13]=1[CH3:22]. The catalyst class is: 38.